From a dataset of Peptide-MHC class I binding affinity with 185,985 pairs from IEDB/IMGT. Regression. Given a peptide amino acid sequence and an MHC pseudo amino acid sequence, predict their binding affinity value. This is MHC class I binding data. (1) The peptide sequence is LRLIHLLH. The MHC is HLA-B27:05 with pseudo-sequence HLA-B27:05. The binding affinity (normalized) is 0.411. (2) The peptide sequence is CLIQKALFM. The MHC is Mamu-B8701 with pseudo-sequence Mamu-B8701. The binding affinity (normalized) is 0.0844. (3) The peptide sequence is SRSKPAAMY. The MHC is HLA-B18:01 with pseudo-sequence HLA-B18:01. The binding affinity (normalized) is 0.0847. (4) The peptide sequence is AENGELTEI. The MHC is HLA-B45:01 with pseudo-sequence HLA-B45:01. The binding affinity (normalized) is 0.602. (5) The peptide sequence is AYQPTRWFI. The MHC is HLA-B58:01 with pseudo-sequence HLA-B58:01. The binding affinity (normalized) is 0.336. (6) The peptide sequence is EVAESVMFM. The MHC is HLA-B07:02 with pseudo-sequence HLA-B07:02. The binding affinity (normalized) is 0.0847. (7) The peptide sequence is NLEMIDERKY. The MHC is HLA-A68:01 with pseudo-sequence HLA-A68:01. The binding affinity (normalized) is 0.0786.